This data is from Full USPTO retrosynthesis dataset with 1.9M reactions from patents (1976-2016). The task is: Predict the reactants needed to synthesize the given product. (1) The reactants are: [OH:1][C:2]1[CH:3]=[N:4][C:5](C2C=C(C=CC=2)CC2C(=O)C=CN(C3C=NN(C)C=3)N=2)=[N:6][CH:7]=1.[OH-].[K+].CC#N.Cl[C:34]([F:44])([F:43])C(C1C=CC=CC=1)=O. Given the product [F:43][CH:34]([F:44])[O:1][C:2]1[CH:3]=[N:4][CH:5]=[N:6][CH:7]=1, predict the reactants needed to synthesize it. (2) Given the product [Br:1][C:2]1[S:6][C:5]2[C:7](=[O:8])[N:9]([C:10]3[CH:15]=[CH:14][C:13]([O:16][CH2:17][CH2:18][N:19]4[CH2:23][CH2:22][CH2:21][CH2:20]4)=[C:12]([O:24][CH3:25])[CH:11]=3)[CH:35]=[N:26][C:4]=2[CH:3]=1, predict the reactants needed to synthesize it. The reactants are: [Br:1][C:2]1[S:6][C:5]([C:7]([NH:9][C:10]2[CH:15]=[CH:14][C:13]([O:16][CH2:17][CH2:18][N:19]3[CH2:23][CH2:22][CH2:21][CH2:20]3)=[C:12]([O:24][CH3:25])[CH:11]=2)=[O:8])=[C:4]([N+:26]([O-])=O)[CH:3]=1.O.[Sn](Cl)(Cl)(Cl)Cl.[CH2:35](O)C. (3) The reactants are: Cl.[CH3:2][CH:3]([CH3:7])[C:4](=[NH:6])[NH2:5].[Cl:8][C:9]([SH:12])(Cl)Cl.[OH-].[Na+]. Given the product [Cl:8][C:9]1[S:12][N:5]=[C:4]([CH:3]([CH3:7])[CH3:2])[N:6]=1, predict the reactants needed to synthesize it. (4) Given the product [C:24]([C:23]1[CH:22]=[C:21]([CH:28]=[CH:27][CH:26]=1)[CH2:10][N:9]([CH2:8][C:7]([O:6][C:2]([CH3:5])([CH3:4])[CH3:3])=[O:11])[CH3:12])#[N:25], predict the reactants needed to synthesize it. The reactants are: Cl.[C:2]([O:6][C:7](=[O:11])[CH2:8][NH:9][CH3:10])([CH3:5])([CH3:4])[CH3:3].[CH2:12](N(CC)CC)C.BrC[C:21]1[CH:22]=[C:23]([CH:26]=[CH:27][CH:28]=1)[C:24]#[N:25].O. (5) Given the product [F:15][C:2]1[CH:10]=[CH:9][CH:8]=[C:7]2[C:3]=1[CH:4]=[CH:5][N:6]2[CH2:11][C:12]([NH2:14])=[O:13], predict the reactants needed to synthesize it. The reactants are: Cl[C:2]1[CH:10]=[CH:9][CH:8]=[C:7]2[C:3]=1[CH:4]=[CH:5][N:6]2[CH2:11][C:12]([NH2:14])=[O:13].[F:15]C(F)(F)C1C=CC=C2C=1C=CN2CC(N)=O. (6) Given the product [Br:1][C:2]1[CH:3]=[CH:4][C:5]([CH2:8][CH2:9][NH2:10])=[N:6][CH:7]=1, predict the reactants needed to synthesize it. The reactants are: [Br:1][C:2]1[CH:3]=[CH:4][C:5]([CH2:8][C:9]#[N:10])=[N:6][CH:7]=1.B.C1COCC1. (7) Given the product [CH2:13]([O:12][C:11]([NH:10][C@H:7]1[CH2:8][CH2:9][N:4]([C:1]2[O:3][C:25]([CH2:35][CH3:36])=[C:26]([C:27]([O:29][CH2:30][CH3:31])=[O:28])[N:2]=2)[CH2:5][C@H:6]1[O:21][CH2:22][CH3:23])=[O:20])[C:14]1[CH:15]=[CH:16][CH:17]=[CH:18][CH:19]=1, predict the reactants needed to synthesize it. The reactants are: [C:1]([N:4]1[CH2:9][CH2:8][C@H:7]([NH:10][C:11](=[O:20])[O:12][CH2:13][C:14]2[CH:19]=[CH:18][CH:17]=[CH:16][CH:15]=2)[C@H:6]([O:21][CH2:22][CH3:23])[CH2:5]1)(=[O:3])[NH2:2].Br[CH:25]([CH2:35][CH3:36])[C:26](=O)[C:27]([O:29][CH2:30][CH2:31]CC)=[O:28].C(=O)(O)[O-].[Na+]. (8) The reactants are: C(=O)([O-])[O-:2].[Cs+].[Cs+].[CH3:7][O:8][C:9]1[C@@:10]2([CH2:30][CH:31]=[C:32]([CH3:34])[CH3:33])[CH2:16][CH:14]3[O:15][C@@:11]2([O:28][CH3:29])[C@H:12]([CH2:26][CH:27]=1)[C@@:13]3([CH2:18][CH2:19][CH2:20][C:21]([O:24][CH3:25])([CH3:23])[CH3:22])[CH3:17].CCCCCCCCC.C(OO)(C)(C)C.O=O.FC(F)(F)C(OC1C(OC(=O)C(F)(F)F)=C(I)C=CC=1)=O. Given the product [CH3:7][O:8][C:9]1[C@@:10]2([CH2:30][CH:31]=[C:32]([CH3:34])[CH3:33])[CH2:16][CH:14]3[O:15][C@@:11]2([O:28][CH3:29])[C@H:12]([C:26](=[O:2])[CH:27]=1)[C@@:13]3([CH2:18][CH2:19][CH2:20][C:21]([O:24][CH3:25])([CH3:22])[CH3:23])[CH3:17], predict the reactants needed to synthesize it. (9) Given the product [CH3:1][C:2]1[C:6]([CH2:7][O:8][C:11]2[CH:12]=[CH:13][C:14]([CH2:17][C@H:18]([NH:23][C:24]3[S:25][CH:26]=[C:27]([C:29]4[CH:34]=[CH:33][CH:32]=[CH:31][CH:30]=4)[N:28]=3)[C:19]([O:21][CH3:22])=[O:20])=[CH:15][CH:16]=2)=[C:5]([CH3:9])[O:4][N:3]=1, predict the reactants needed to synthesize it. The reactants are: [CH3:1][C:2]1[C:6]([CH2:7][OH:8])=[C:5]([CH3:9])[O:4][N:3]=1.O[C:11]1[CH:16]=[CH:15][C:14]([CH2:17][C@H:18]([NH:23][C:24]2[S:25][CH:26]=[C:27]([C:29]3[CH:34]=[CH:33][CH:32]=[CH:31][CH:30]=3)[N:28]=2)[C:19]([O:21][CH3:22])=[O:20])=[CH:13][CH:12]=1.C1(P(C2C=CC=CC=2)C2C=CC=CC=2)C=CC=CC=1.CCOC(/N=N/C(OCC)=O)=O.